From a dataset of Full USPTO retrosynthesis dataset with 1.9M reactions from patents (1976-2016). Predict the reactants needed to synthesize the given product. Given the product [F:34][C:28]1[CH:29]=[C:30]([F:33])[CH:31]=[CH:32][C:27]=1[N:23]1[C:22]([C:16]2[S:15][C:14]3[C:13]4[N:35]=[C:9]([NH:8][CH2:7][C:6]([OH:36])=[O:5])[CH:10]=[CH:11][C:12]=4[O:21][CH2:20][CH2:19][C:18]=3[CH:17]=2)=[N:26][CH:25]=[N:24]1.[ClH:37], predict the reactants needed to synthesize it. The reactants are: C([O:5][C:6](=[O:36])[CH2:7][NH:8][C:9]1[CH:10]=[CH:11][C:12]2[O:21][CH2:20][CH2:19][C:18]3[CH:17]=[C:16]([C:22]4[N:23]([C:27]5[CH:32]=[CH:31][C:30]([F:33])=[CH:29][C:28]=5[F:34])[N:24]=[CH:25][N:26]=4)[S:15][C:14]=3[C:13]=2[N:35]=1)(C)(C)C.[ClH:37].O1CCOCC1.